Regression. Given a peptide amino acid sequence and an MHC pseudo amino acid sequence, predict their binding affinity value. This is MHC class I binding data. From a dataset of Peptide-MHC class I binding affinity with 185,985 pairs from IEDB/IMGT. (1) The peptide sequence is LPIDKCSRI. The MHC is HLA-A69:01 with pseudo-sequence HLA-A69:01. The binding affinity (normalized) is 0.0847. (2) The peptide sequence is SEILRTLGF. The binding affinity (normalized) is 0.174. The MHC is HLA-B45:01 with pseudo-sequence HLA-B45:01. (3) The peptide sequence is ATNDGLIKK. The MHC is HLA-A68:02 with pseudo-sequence HLA-A68:02. The binding affinity (normalized) is 0.0847.